Dataset: Forward reaction prediction with 1.9M reactions from USPTO patents (1976-2016). Task: Predict the product of the given reaction. (1) Given the reactants [NH2:1][C:2]1[N:7]=[C:6]([N:8]2[C:21]3[C:16](=[CH:17][CH:18]=[C:19]([C:22]#[C:23][C:24]([C:27]4[CH:31]=[C:30]([CH3:32])[O:29][N:28]=4)([OH:26])[CH3:25])[CH:20]=3)[C:10]3([CH2:15][CH2:14][O:13][CH2:12][CH2:11]3)[CH2:9]2)[C:5]([Cl:33])=[CH:4][N:3]=1, predict the reaction product. The product is: [NH2:1][C:2]1[N:7]=[C:6]([N:8]2[C:21]3[C:16](=[CH:17][CH:18]=[C:19]([C:22]#[C:23][C@@:24]([C:27]4[CH:31]=[C:30]([CH3:32])[O:29][N:28]=4)([OH:26])[CH3:25])[CH:20]=3)[C:10]3([CH2:15][CH2:14][O:13][CH2:12][CH2:11]3)[CH2:9]2)[C:5]([Cl:33])=[CH:4][N:3]=1. (2) Given the reactants C([O:3][P:4]([CH2:9][CH2:10][O:11][CH2:12][CH2:13][O:14][CH2:15][CH2:16][O:17][CH2:18][CH2:19][NH:20][C:21](=[O:74])[C@@H:22]([NH:56][C:57](=[O:73])[CH2:58][CH2:59][CH2:60][CH2:61][CH2:62][CH2:63][CH2:64][CH2:65][CH2:66][CH2:67][CH2:68][CH2:69][CH2:70][CH2:71][CH3:72])[CH2:23][S:24][CH2:25][C@H:26]([O:42][C:43](=[O:55])[NH:44][CH2:45][CH2:46][CH2:47][CH2:48][CH2:49][CH2:50][CH2:51][CH2:52][CH2:53][CH3:54])[CH2:27][O:28][C:29](=[O:41])[NH:30][CH2:31][CH2:32][CH2:33][CH2:34][CH2:35][CH2:36][CH2:37][CH2:38][CH2:39][CH3:40])(=[O:8])[O:5]CC)C.C[Si](Br)(C)C, predict the reaction product. The product is: [CH2:45]([NH:44][C:43]([O:42][C@H:26]([CH2:27][O:28][C:29](=[O:41])[NH:30][CH2:31][CH2:32][CH2:33][CH2:34][CH2:35][CH2:36][CH2:37][CH2:38][CH2:39][CH3:40])[CH2:25][S:24][CH2:23][C@H:22]([NH:56][C:57](=[O:73])[CH2:58][CH2:59][CH2:60][CH2:61][CH2:62][CH2:63][CH2:64][CH2:65][CH2:66][CH2:67][CH2:68][CH2:69][CH2:70][CH2:71][CH3:72])[C:21](=[O:74])[NH:20][CH2:19][CH2:18][O:17][CH2:16][CH2:15][O:14][CH2:13][CH2:12][O:11][CH2:10][CH2:9][P:4](=[O:3])([OH:8])[OH:5])=[O:55])[CH2:46][CH2:47][CH2:48][CH2:49][CH2:50][CH2:51][CH2:52][CH2:53][CH3:54]. (3) Given the reactants [CH2:1]([C:3]1[C:4]([NH2:10])=[N:5][CH:6]=[C:7]([F:9])[CH:8]=1)[CH3:2].[Br:11][CH2:12][C:13](=[O:28])[CH2:14][C@@H:15]1[CH2:20][CH2:19][CH2:18][CH2:17][N:16]1[C:21]([O:23][C:24]([CH3:27])([CH3:26])[CH3:25])=[O:22], predict the reaction product. The product is: [CH2:1]([C:3]1[C:4]2[N:5]([CH:12]=[C:13]([CH2:14][C@@H:15]3[CH2:20][CH2:19][CH2:18][CH2:17][NH:16]3)[N:10]=2)[CH:6]=[C:7]([F:9])[CH:8]=1)[CH3:2].[Br:11][CH2:12][C:13](=[O:28])[CH2:14][C@@H:15]1[CH2:20][CH2:19][CH2:18][CH2:17][N:16]1[C:21]([O:23][C:24]([CH3:26])([CH3:25])[CH3:27])=[O:22].